Dataset: Catalyst prediction with 721,799 reactions and 888 catalyst types from USPTO. Task: Predict which catalyst facilitates the given reaction. (1) Reactant: [Br:1][C:2]1[CH:7]=[CH:6][C:5](I)=[CH:4][C:3]=1[O:9][CH3:10].C([Li])CCC.[O:16]1[CH2:19][C:18](=[O:20])[CH2:17]1. Product: [Br:1][C:2]1[CH:7]=[CH:6][C:5]([C:18]2([OH:20])[CH2:19][O:16][CH2:17]2)=[CH:4][C:3]=1[O:9][CH3:10]. The catalyst class is: 28. (2) Reactant: Cl[C:2]1[CH:7]=[C:6]([O:8][C:9]2[CH:10]=[CH:11][C:12]([NH:16][C:17]([N:19]3[CH2:23][CH2:22][N:21]([CH:24]4[CH2:29][CH2:28][O:27][CH2:26][CH2:25]4)[C:20]3=[O:30])=[O:18])=[N:13][C:14]=2[CH3:15])[CH:5]=[CH:4][N:3]=1.C([O-])([O-])=O.[K+].[K+].[CH3:37][C:38]1[CH:43]=[C:42](B2OC(C)(C)C(C)(C)O2)[CH:41]=[CH:40][N:39]=1. The catalyst class is: 70. Product: [CH3:15][C:14]1[N:13]=[C:12]([NH:16][C:17]([N:19]2[CH2:23][CH2:22][N:21]([CH:24]3[CH2:29][CH2:28][O:27][CH2:26][CH2:25]3)[C:20]2=[O:30])=[O:18])[CH:11]=[CH:10][C:9]=1[O:8][C:6]1[CH:5]=[CH:4][N:3]=[C:2]([C:42]2[CH:41]=[CH:40][N:39]=[C:38]([CH3:37])[CH:43]=2)[CH:7]=1. (3) Reactant: [O:1]([CH2:8][CH2:9][NH:10][CH:11]1[CH2:16][CH2:15][CH2:14][CH2:13][CH2:12]1)[C:2]1[CH:7]=[CH:6][CH:5]=[CH:4][CH:3]=1.C(N(CC)CC)C.[C:24](Cl)(=[O:26])[CH3:25]. Product: [CH:11]1([N:10]([CH2:9][CH2:8][O:1][C:2]2[CH:7]=[CH:6][CH:5]=[CH:4][CH:3]=2)[C:24](=[O:26])[CH3:25])[CH2:16][CH2:15][CH2:14][CH2:13][CH2:12]1. The catalyst class is: 4. (4) Reactant: [CH3:1][N:2]1[CH2:7][C:6](=[O:8])[C:5]2[NH:9][CH:10]=[CH:11][C:4]=2[S:3]1(=[O:13])=[O:12].Cl[CH2:15][CH2:16][CH2:17][N:18]1[CH2:23][CH2:22][N:21]([C:24]2[CH:29]=[CH:28][C:27]([F:30])=[CH:26][CH:25]=2)[CH2:20][CH2:19]1.C(=O)([O-])[O-].[K+].[K+]. Product: [F:30][C:27]1[CH:26]=[CH:25][C:24]([N:21]2[CH2:20][CH2:19][N:18]([CH2:17][CH2:16][CH2:15][N:9]3[C:5]4[C:6](=[O:8])[CH2:7][N:2]([CH3:1])[S:3](=[O:13])(=[O:12])[C:4]=4[CH:11]=[CH:10]3)[CH2:23][CH2:22]2)=[CH:29][CH:28]=1. The catalyst class is: 131. (5) Reactant: [O:1]=[S:2]1(=[O:28])[CH:7]=[CH:6][CH:5]([C:8]2[CH:13]=[CH:12][C:11]([N:14]3[CH2:18][C@H:17]([CH2:19][NH:20][C:21](=O)[CH:22]([F:24])[F:23])[O:16][C:15]3=[O:26])=[CH:10][C:9]=2[F:27])[CH2:4][CH2:3]1.COC1C=CC(P2(SP(C3C=CC(OC)=CC=3)(=S)S2)=[S:38])=CC=1. Product: [O:1]=[S:2]1(=[O:28])[CH:7]=[CH:6][CH:5]([C:8]2[CH:13]=[CH:12][C:11]([N:14]3[CH2:18][C@H:17]([CH2:19][NH:20][C:21](=[S:38])[CH:22]([F:24])[F:23])[O:16][C:15]3=[O:26])=[CH:10][C:9]=2[F:27])[CH2:4][CH2:3]1. The catalyst class is: 12. (6) Reactant: [CH2:1]([O:8][C:9]([NH:11][CH2:12][CH2:13][CH2:14][CH2:15][CH:16]([O:27][PH:28]([OH:30])=[O:29])[C:17]([O:19][CH2:20][C:21]1[CH:26]=[CH:25][CH:24]=[CH:23][CH:22]=1)=[O:18])=[O:10])[C:2]1[CH:7]=[CH:6][CH:5]=[CH:4][CH:3]=1.[CH2:31](O)[C:32]1[CH:37]=[CH:36][CH:35]=[CH:34][CH:33]=1.C(Cl)(=O)C(C)(C)C.[Cl-].[NH4+]. Product: [CH2:1]([O:8][C:9]([NH:11][CH2:12][CH2:13][CH2:14][CH2:15][CH:16]([O:27][PH:28]([O:30][CH2:31][C:32]1[CH:37]=[CH:36][CH:35]=[CH:34][CH:33]=1)=[O:29])[C:17]([O:19][CH2:20][C:21]1[CH:26]=[CH:25][CH:24]=[CH:23][CH:22]=1)=[O:18])=[O:10])[C:2]1[CH:7]=[CH:6][CH:5]=[CH:4][CH:3]=1. The catalyst class is: 852. (7) Reactant: [CH3:1][O:2][C:3]([C:5]1[C:10]([C:11]([O:13]CC)=[CH2:12])=[C:9]([NH2:16])[N:8]=[C:7]([C:17]2[CH:22]=[CH:21][C:20]([Cl:23])=[C:19]([O:24][CH3:25])[C:18]=2[F:26])[N:6]=1)=[O:4].Cl. Product: [CH3:1][O:2][C:3]([C:5]1[C:10]([C:11](=[O:13])[CH3:12])=[C:9]([NH2:16])[N:8]=[C:7]([C:17]2[CH:22]=[CH:21][C:20]([Cl:23])=[C:19]([O:24][CH3:25])[C:18]=2[F:26])[N:6]=1)=[O:4]. The catalyst class is: 1. (8) Reactant: [CH:1]1([N:4]([CH3:29])[C:5]2[C:6]([C:19]3[CH:20]=[C:21]4[C:25](=[CH:26][CH:27]=3)[NH:24][C:23]([CH3:28])=[CH:22]4)=[N:7][C:8]3[C:13]([N:14]=2)=[CH:12][C:11]([C:15]([O:17]C)=[O:16])=[CH:10][CH:9]=3)[CH2:3][CH2:2]1.[OH-].[Na+].O. Product: [CH:1]1([N:4]([CH3:29])[C:5]2[C:6]([C:19]3[CH:20]=[C:21]4[C:25](=[CH:26][CH:27]=3)[NH:24][C:23]([CH3:28])=[CH:22]4)=[N:7][C:8]3[C:13]([N:14]=2)=[CH:12][C:11]([C:15]([OH:17])=[O:16])=[CH:10][CH:9]=3)[CH2:2][CH2:3]1. The catalyst class is: 5. (9) Reactant: [Cl:1][C:2]1[CH:21]=[CH:20][C:5]([CH:6]([N:14]2[CH2:19][CH2:18][NH:17][CH2:16][CH2:15]2)[C:7]2[CH:12]=[CH:11][C:10]([Cl:13])=[CH:9][CH:8]=2)=[CH:4][CH:3]=1.C(N(CC)CC)C.[F:29][C:30]1[CH:31]=[C:32]([CH:36]=[CH:37][CH:38]=1)[C:33](Cl)=[O:34]. Product: [Cl:1][C:2]1[CH:21]=[CH:20][C:5]([CH:6]([C:7]2[CH:8]=[CH:9][C:10]([Cl:13])=[CH:11][CH:12]=2)[N:14]2[CH2:15][CH2:16][N:17]([C:33]([C:32]3[CH:36]=[CH:37][CH:38]=[C:30]([F:29])[CH:31]=3)=[O:34])[CH2:18][CH2:19]2)=[CH:4][CH:3]=1. The catalyst class is: 864.